From a dataset of Full USPTO retrosynthesis dataset with 1.9M reactions from patents (1976-2016). Predict the reactants needed to synthesize the given product. (1) Given the product [Cl:1][C:2]1[CH:7]=[CH:6][C:5]([CH:8]2[C:9]3[N:13]([CH:14]([CH3:15])[CH3:16])[C:12]([CH:17]4[CH2:21][CH2:20][O:19][CH2:18]4)=[N:11][C:10]=3[C:22](=[O:24])[N:48]2[C:44]2[CH:45]=[C:46]([CH3:47])[C:41]3[N:40]=[N:39][N:38]([CH3:37])[C:42]=3[CH:43]=2)=[CH:4][CH:3]=1, predict the reactants needed to synthesize it. The reactants are: [Cl:1][C:2]1[CH:7]=[CH:6][C:5]([CH:8](O)[C:9]2[N:13]([CH:14]([CH3:16])[CH3:15])[C:12]([CH:17]3[CH2:21][CH2:20][O:19][CH2:18]3)=[N:11][C:10]=2[C:22]([O:24]CC)=O)=[CH:4][CH:3]=1.CS(OS(C)(=O)=O)(=O)=O.[CH3:37][N:38]1[C:42]2[CH:43]=[C:44]([NH2:48])[CH:45]=[C:46]([CH3:47])[C:41]=2[N:40]=[N:39]1. (2) Given the product [CH2:15]([O:17][C:18]([C:20]1[N:21]=[C:22]([CH3:26])[S:23][C:24]=1[C:2]#[C:1][C:3]1[C:4]([C:9]2[CH:14]=[CH:13][CH:12]=[CH:11][CH:10]=2)=[N:5][O:6][C:7]=1[CH3:8])=[O:19])[CH3:16], predict the reactants needed to synthesize it. The reactants are: [C:1]([C:3]1[C:4]([C:9]2[CH:14]=[CH:13][CH:12]=[CH:11][CH:10]=2)=[N:5][O:6][C:7]=1[CH3:8])#[CH:2].[CH2:15]([O:17][C:18]([C:20]1[N:21]=[C:22]([CH3:26])[S:23][C:24]=1I)=[O:19])[CH3:16]. (3) Given the product [C:1]([O:5][C:6]1[CH:7]=[C:8]([CH:12]=[CH:13][CH:14]=1)[C:9]([NH:67][C:60]1[C:61]2[C:66](=[CH:65][CH:64]=[CH:63][CH:62]=2)[C:57]([O:56][CH2:55][CH2:54][N:48]2[CH2:49][CH2:50][O:51][CH2:52][CH2:53]2)=[CH:58][CH:59]=1)=[O:11])([CH3:2])([CH3:3])[CH3:4], predict the reactants needed to synthesize it. The reactants are: [C:1]([O:5][C:6]1[CH:7]=[C:8]([CH:12]=[CH:13][CH:14]=1)[C:9]([OH:11])=O)([CH3:4])([CH3:3])[CH3:2].CN(C(ON1N=NC2C=CC=CC1=2)=[N+](C)C)C.F[P-](F)(F)(F)(F)F.C(N(C(C)C)CC)(C)C.[N:48]1([CH2:54][CH2:55][O:56][C:57]2[C:66]3[C:61](=[CH:62][CH:63]=[CH:64][CH:65]=3)[C:60]([NH2:67])=[CH:59][CH:58]=2)[CH2:53][CH2:52][O:51][CH2:50][CH2:49]1.